This data is from Peptide-MHC class II binding affinity with 134,281 pairs from IEDB. The task is: Regression. Given a peptide amino acid sequence and an MHC pseudo amino acid sequence, predict their binding affinity value. This is MHC class II binding data. (1) The peptide sequence is GSDPKKLVLDIKYTR. The MHC is HLA-DQA10101-DQB10501 with pseudo-sequence HLA-DQA10101-DQB10501. The binding affinity (normalized) is 0. (2) The peptide sequence is AAETAGTTVYGAFAA. The MHC is HLA-DQA10102-DQB10602 with pseudo-sequence HLA-DQA10102-DQB10602. The binding affinity (normalized) is 0.806.